Dataset: Full USPTO retrosynthesis dataset with 1.9M reactions from patents (1976-2016). Task: Predict the reactants needed to synthesize the given product. (1) Given the product [N+:1]([C:12]1[CH:13]=[CH:14][C:9]2[CH2:8][CH2:7][O:6][B:5]([OH:15])[C:10]=2[CH:11]=1)([O-:4])=[O:2], predict the reactants needed to synthesize it. The reactants are: [N+:1]([O-:4])(O)=[O:2].[B:5]1([OH:15])[C:10]2[CH:11]=[CH:12][CH:13]=[CH:14][C:9]=2[CH2:8][CH2:7][O:6]1. (2) Given the product [F:12][C:13]1[CH:14]=[C:15]([CH:18]=[CH:19][C:20]=1[O:21][Si:4]([CH:8]([CH3:10])[CH3:9])([CH:5]([CH3:7])[CH3:6])[CH:1]([CH3:3])[CH3:2])[CH:16]=[O:17], predict the reactants needed to synthesize it. The reactants are: [CH:1]([Si:4](Cl)([CH:8]([CH3:10])[CH3:9])[CH:5]([CH3:7])[CH3:6])([CH3:3])[CH3:2].[F:12][C:13]1[CH:14]=[C:15]([CH:18]=[CH:19][C:20]=1[OH:21])[CH:16]=[O:17].N1C=CN=C1.C(O)(C(F)(F)F)=O.[Cl-].[NH4+]. (3) Given the product [CH2:6]([O:8][C:9]([C:11]1[N:12]([C:22]2[CH:27]=[CH:26][C:25]([O:28][CH:29]([CH3:31])[CH3:30])=[CH:24][CH:23]=2)[C:13]2[C:18]([C:19]=1[Cl:20])=[CH:17][C:16]([B:32]([OH:36])[OH:33])=[CH:15][CH:14]=2)=[O:10])[CH3:7], predict the reactants needed to synthesize it. The reactants are: C([Mg]Cl)(C)C.[CH2:6]([O:8][C:9]([C:11]1[N:12]([C:22]2[CH:27]=[CH:26][C:25]([O:28][CH:29]([CH3:31])[CH3:30])=[CH:24][CH:23]=2)[C:13]2[C:18]([C:19]=1[Cl:20])=[CH:17][C:16](I)=[CH:15][CH:14]=2)=[O:10])[CH3:7].[B:32](OCC)([O:36]CC)[O:33]CC.Cl. (4) Given the product [NH2:19][C:18]1[C:2]([F:1])=[C:3]([C:15]([F:22])=[CH:16][CH:17]=1)[C:4]([N:6]1[CH2:10][CH2:9][CH2:8][C@H:7]1[C:11]([O:13][CH3:14])=[O:12])=[O:5], predict the reactants needed to synthesize it. The reactants are: [F:1][C:2]1[C:18]([N+:19]([O-])=O)=[CH:17][CH:16]=[C:15]([F:22])[C:3]=1[C:4]([N:6]1[CH2:10][CH2:9][CH2:8][C@H:7]1[C:11]([O:13][CH3:14])=[O:12])=[O:5]. (5) Given the product [Br:21][C:17]1[C:16]2[C:11](=[CH:12][CH:13]=[C:14]([C:18]#[N:19])[CH:15]=2)[NH:10][C:9]=1[C:4]1[CH:5]=[N:6][CH:7]=[CH:8][C:3]=1[OH:2], predict the reactants needed to synthesize it. The reactants are: C[O:2][C:3]1[CH:8]=[CH:7][N:6]=[CH:5][C:4]=1[C:9]1[NH:10][C:11]2[C:16]([CH:17]=1)=[CH:15][C:14]([C:18]#[N:19])=[CH:13][CH:12]=2.B(Br)(Br)[Br:21].C(Cl)Cl.C([O-])(O)=O.[Na+]. (6) Given the product [F:33][C:30]1[CH:31]=[CH:32][C:27]([CH2:26][N:5]2[C:4]3[CH:3]=[C:2]([B:37]4[O:38][C:39]([CH3:41])([CH3:40])[C:35]([CH3:51])([CH3:34])[O:36]4)[CH:14]=[C:13]([C:15]([NH2:17])=[O:16])[C:12]=3[C:11]3[C:6]2=[CH:7][CH:8]=[C:9]([C:18]([N:20]2[CH2:25][CH2:24][O:23][CH2:22][CH2:21]2)=[O:19])[CH:10]=3)=[CH:28][CH:29]=1, predict the reactants needed to synthesize it. The reactants are: Br[C:2]1[CH:14]=[C:13]([C:15]([NH2:17])=[O:16])[C:12]2[C:11]3[C:6](=[CH:7][CH:8]=[C:9]([C:18]([N:20]4[CH2:25][CH2:24][O:23][CH2:22][CH2:21]4)=[O:19])[CH:10]=3)[N:5]([CH2:26][C:27]3[CH:32]=[CH:31][C:30]([F:33])=[CH:29][CH:28]=3)[C:4]=2[CH:3]=1.[CH3:34][C:35]1([CH3:51])[C:39]([CH3:41])([CH3:40])[O:38][B:37]([B:37]2[O:38][C:39]([CH3:41])([CH3:40])[C:35]([CH3:51])([CH3:34])[O:36]2)[O:36]1.C([O-])(=O)C.[K+]. (7) Given the product [ClH:1].[F:22][C:17]1[CH:16]=[C:15]([N:7]2[C:8]3[CH:14]=[CH:13][CH:12]=[CH:11][C:9]=3[CH2:10][N:5]([CH2:4][CH2:3][CH2:2][NH:26][CH3:25])[S:6]2(=[O:24])=[O:23])[CH:20]=[CH:19][C:18]=1[F:21], predict the reactants needed to synthesize it. The reactants are: [Cl:1][CH2:2][CH2:3][CH2:4][N:5]1[CH2:10][C:9]2[CH:11]=[CH:12][CH:13]=[CH:14][C:8]=2[N:7]([C:15]2[CH:20]=[CH:19][C:18]([F:21])=[C:17]([F:22])[CH:16]=2)[S:6]1(=[O:24])=[O:23].[CH3:25][NH2:26].Cl. (8) The reactants are: [NH2:1][CH2:2][C:3]1[CH:8]=[CH:7][C:6]([CH:9]([CH3:31])[C:10]([NH:12][CH2:13][C:14]2[C:15]([N:24]3[CH2:29][CH2:28][CH:27]([CH3:30])[CH2:26][CH2:25]3)=[N:16][C:17]([C:20]([F:23])([F:22])[F:21])=[CH:18][CH:19]=2)=[O:11])=[CH:5][C:4]=1[Cl:32].[CH3:33][S:34](Cl)(=[O:36])=[O:35]. Given the product [Cl:32][C:4]1[CH:5]=[C:6]([CH:9]([CH3:31])[C:10]([NH:12][CH2:13][C:14]2[C:15]([N:24]3[CH2:29][CH2:28][CH:27]([CH3:30])[CH2:26][CH2:25]3)=[N:16][C:17]([C:20]([F:23])([F:21])[F:22])=[CH:18][CH:19]=2)=[O:11])[CH:7]=[CH:8][C:3]=1[CH2:2][NH:1][S:34]([CH3:33])(=[O:36])=[O:35], predict the reactants needed to synthesize it. (9) Given the product [CH3:24][O:25][C:26]1[CH:12]=[C:11]2[C:14](=[CH:23][CH:22]=1)[NH:8][C:9]([CH2:2][CH2:1][CH3:3])=[CH:10]2, predict the reactants needed to synthesize it. The reactants are: [CH:1]([Li])([CH2:3]C)[CH3:2].CO[N:8]([CH3:14])[C:9](=O)[CH2:10][CH2:11][CH3:12].FC(F)(F)C(O)=O.[CH2:22]1[CH2:26][O:25][CH2:24][CH2:23]1. (10) Given the product [N:1]1[C:6]2[NH:7][CH:8]=[CH:9][C:5]=2[C:4]([N:10]2[CH2:14][CH2:13][C@@H:12]([N:15]([CH3:23])[C:16]3[N:17]=[CH:18][C:19]([C:27]4[CH:28]=[CH:29][N:24]=[CH:25][CH:26]=4)=[CH:20][CH:21]=3)[CH2:11]2)=[N:3][CH:2]=1, predict the reactants needed to synthesize it. The reactants are: [N:1]1[C:6]2[NH:7][CH:8]=[CH:9][C:5]=2[C:4]([N:10]2[CH2:14][CH2:13][C@@H:12]([N:15]([CH3:23])[C:16]3[CH:21]=[CH:20][C:19](I)=[CH:18][N:17]=3)[CH2:11]2)=[N:3][CH:2]=1.[N:24]1[CH:29]=[CH:28][C:27](B(O)O)=[CH:26][CH:25]=1.C(Cl)Cl.C([O-])([O-])=O.[K+].[K+].